This data is from Full USPTO retrosynthesis dataset with 1.9M reactions from patents (1976-2016). The task is: Predict the reactants needed to synthesize the given product. (1) Given the product [OH:60][N:61]=[C:13]1[CH2:14][CH2:15][N:10]([C:8]([N:5]2[CH2:6][CH2:7][C@@H:2]([CH3:1])[C@@H:3]([N:17]3[C:21]4=[C:22]5[CH:28]=[CH:27][NH:26][C:23]5=[N:24][CH:25]=[C:20]4[NH:19][C:18]3=[O:29])[CH2:4]2)=[O:9])[CH2:11][CH2:12]1.[OH:60][N:61]=[C:42]1[CH2:43][CH2:44][N:39]([C:37]([N:34]2[CH2:35][CH2:36][C@H:31]([CH3:30])[C@H:32]([N:46]3[C:50]4=[C:51]5[CH:57]=[CH:56][NH:55][C:52]5=[N:53][CH:54]=[C:49]4[NH:48][C:47]3=[O:58])[CH2:33]2)=[O:38])[CH2:40][CH2:41]1, predict the reactants needed to synthesize it. The reactants are: [CH3:1][C@@H:2]1[CH2:7][CH2:6][N:5]([C:8]([N:10]2[CH2:15][CH2:14][C:13](=O)[CH2:12][CH2:11]2)=[O:9])[CH2:4][C@@H:3]1[N:17]1[C:21]2=[C:22]3[CH:28]=[CH:27][NH:26][C:23]3=[N:24][CH:25]=[C:20]2[NH:19][C:18]1=[O:29].[CH3:30][C@H:31]1[CH2:36][CH2:35][N:34]([C:37]([N:39]2[CH2:44][CH2:43][C:42](=O)[CH2:41][CH2:40]2)=[O:38])[CH2:33][C@H:32]1[N:46]1[C:50]2=[C:51]3[CH:57]=[CH:56][NH:55][C:52]3=[N:53][CH:54]=[C:49]2[NH:48][C:47]1=[O:58].Cl.[OH:60][NH2:61].C([O-])(=O)C.[Na+]. (2) Given the product [CH2:1]([O:3][C:4]([C:6]1[C:7]([OH:22])=[C:8]2[C:15]([C:16]3[CH:21]=[CH:20][CH:19]=[CH:18][CH:17]=3)=[N:14][O:13][C:9]2=[C:10]([C:36]2[CH:37]=[N:38][CH:39]=[CH:40][CH:41]=2)[N:11]=1)=[O:5])[CH3:2], predict the reactants needed to synthesize it. The reactants are: [CH2:1]([O:3][C:4]([C:6]1[C:7]([OH:22])=[C:8]2[C:15]([C:16]3[CH:21]=[CH:20][CH:19]=[CH:18][CH:17]=3)=[N:14][O:13][C:9]2=[C:10](Br)[N:11]=1)=[O:5])[CH3:2].CCCC[Sn]([C:36]1[CH:41]=[CH:40][CH:39]=[N:38][CH:37]=1)(CCCC)CCCC. (3) Given the product [CH2:27]1[C:36]2[C:31](=[CH:32][CH:33]=[CH:34][CH:35]=2)[CH2:30][CH2:29][N:28]1[CH2:6][CH2:7][N:8]1[CH2:12][CH2:11][N:10]([CH2:13][CH2:14][CH2:15][N:16]2[CH2:21][CH2:20][CH2:19][CH2:18][CH2:17]2)[C:9]1=[C:22]([C:25]#[N:26])[C:23]#[N:24], predict the reactants needed to synthesize it. The reactants are: CS(O[CH2:6][CH2:7][N:8]1[CH2:12][CH2:11][N:10]([CH2:13][CH2:14][CH2:15][N:16]2[CH2:21][CH2:20][CH2:19][CH2:18][CH2:17]2)[C:9]1=[C:22]([C:25]#[N:26])[C:23]#[N:24])(=O)=O.[CH2:27]1[C:36]2[C:31](=[CH:32][CH:33]=[CH:34][CH:35]=2)[CH2:30][CH2:29][NH:28]1.[I-].[K+].O. (4) Given the product [ClH:1].[CH3:13][O:12][C:9]1[CH:10]=[C:11]2[C:6](=[CH:7][C:8]=1[O:14][CH2:15][CH2:16][CH2:17][N:18]1[CH2:22][CH2:21][CH2:20][CH2:19]1)[N:5]=[CH:4][N:3]=[C:2]2[NH:23][C:24]1[CH:25]=[C:26]2[C:30](=[CH:31][CH:32]=1)[NH:29][C:28]([CH3:33])=[CH:27]2, predict the reactants needed to synthesize it. The reactants are: [Cl:1][C:2]1[C:11]2[C:6](=[CH:7][C:8]([O:14][CH2:15][CH2:16][CH2:17][N:18]3[CH2:22][CH2:21][CH2:20][CH2:19]3)=[C:9]([O:12][CH3:13])[CH:10]=2)[N:5]=[CH:4][N:3]=1.[NH2:23][C:24]1[CH:25]=[C:26]2[C:30](=[CH:31][CH:32]=1)[NH:29][C:28]([CH3:33])=[CH:27]2. (5) Given the product [C:1]([C:4]1[CH:9]=[CH:8][CH:7]=[CH:6][C:5]=1[C:14]1[C:15]([C:16]([O:18][CH3:19])=[O:17])=[CH:20][C:21]([C:24]2[CH:25]=[CH:26][C:27]3[O:31][C:30]([C:32]4[CH:33]=[CH:34][C:35]([F:38])=[CH:36][CH:37]=4)=[C:29]([C:39](=[O:42])[NH:40][CH3:41])[C:28]=3[CH:43]=2)=[CH:22][CH:23]=1)(=[O:3])[NH2:2], predict the reactants needed to synthesize it. The reactants are: [C:1]([C:4]1[CH:9]=[CH:8][CH:7]=[CH:6][C:5]=1B(O)O)(=[O:3])[NH2:2].Cl[C:14]1[CH:23]=[CH:22][C:21]([C:24]2[CH:25]=[CH:26][C:27]3[O:31][C:30]([C:32]4[CH:37]=[CH:36][C:35]([F:38])=[CH:34][CH:33]=4)=[C:29]([C:39](=[O:42])[NH:40][CH3:41])[C:28]=3[CH:43]=2)=[CH:20][C:15]=1[C:16]([O:18][CH3:19])=[O:17].P([O-])([O-])([O-])=O.[K+].[K+].[K+].C1(P(C2CCCCC2)C2C=CC=CC=2C2C(OC)=CC=CC=2OC)CCCCC1.